From a dataset of Full USPTO retrosynthesis dataset with 1.9M reactions from patents (1976-2016). Predict the reactants needed to synthesize the given product. (1) Given the product [C:38]([C:40](=[CH:23][C:21]1[S:22][C:18]([C:15]2[CH:14]=[CH:13][C:12]3[C:11]4[C:6](=[CH:7][C:8]([N:25]([CH2:26][CH2:27][CH2:28][CH3:29])[CH2:30][CH2:31][CH2:32][CH3:33])=[CH:9][CH:10]=4)[C:5]([CH2:1][CH2:2][CH2:3][CH3:4])([CH2:34][CH2:35][CH2:36][CH3:37])[C:17]=3[CH:16]=2)=[CH:19][CH:20]=1)[C:41]([OH:43])=[O:42])#[N:39], predict the reactants needed to synthesize it. The reactants are: [CH2:1]([C:5]1([CH2:34][CH2:35][CH2:36][CH3:37])[C:17]2[CH:16]=[C:15]([C:18]3[S:22][C:21]([CH:23]=O)=[CH:20][CH:19]=3)[CH:14]=[CH:13][C:12]=2[C:11]2[C:6]1=[CH:7][C:8]([N:25]([CH2:30][CH2:31][CH2:32][CH3:33])[CH2:26][CH2:27][CH2:28][CH3:29])=[CH:9][CH:10]=2)[CH2:2][CH2:3][CH3:4].[C:38]([CH2:40][C:41]([OH:43])=[O:42])#[N:39].N1CCCCC1. (2) Given the product [CH2:21]([O:11][C:10](=[O:12])[C:9]1[CH:13]=[CH:14][CH:15]=[C:7]([O:6][C:5]2[CH:16]=[CH:17][C:2]([Cl:1])=[CH:3][C:4]=2[N+:18]([O-:20])=[O:19])[CH:8]=1)[CH3:22], predict the reactants needed to synthesize it. The reactants are: [Cl:1][C:2]1[CH:17]=[CH:16][C:5]([O:6][C:7]2[CH:8]=[C:9]([CH:13]=[CH:14][CH:15]=2)[C:10]([OH:12])=[O:11])=[C:4]([N+:18]([O-:20])=[O:19])[CH:3]=1.[CH2:21](O)[CH3:22]. (3) Given the product [Cl:35][C:29]1[CH:30]=[C:31]([F:34])[CH:32]=[CH:33][C:28]=1[C@@H:19]1[N:20]=[C:21]([C:23]2[S:24][CH:25]=[CH:26][N:27]=2)[NH:22][C:17]([CH2:16][N:6]2[CH2:7][C:3]([F:2])([F:14])[CH2:4][C@@H:5]2[CH2:8][CH:9]([CH3:13])[C:10]([OH:12])=[O:11])=[C:18]1[C:36]([O:38][CH3:39])=[O:37], predict the reactants needed to synthesize it. The reactants are: Cl.[F:2][C:3]1([F:14])[CH2:7][NH:6][C@@H:5]([CH2:8][CH:9]([CH3:13])[C:10]([OH:12])=[O:11])[CH2:4]1.Br[CH2:16][C:17]1[NH:22][C:21]([C:23]2[S:24][CH:25]=[CH:26][N:27]=2)=[N:20][C@@H:19]([C:28]2[CH:33]=[CH:32][C:31]([F:34])=[CH:30][C:29]=2[Cl:35])[C:18]=1[C:36]([O:38][CH3:39])=[O:37].C(=O)([O-])[O-].[K+].[K+]. (4) The reactants are: Br[C:2]1[CH:6]=[CH:5][S:4][CH:3]=1.[Li]CCCC.[C:12](#N)[C:13]1[CH:18]=[CH:17][CH:16]=[CH:15][CH:14]=1.Cl.[OH2:21]. Given the product [C:13]1([C:12]([C:2]2[CH:6]=[CH:5][S:4][CH:3]=2)=[O:21])[CH:18]=[CH:17][CH:16]=[CH:15][CH:14]=1, predict the reactants needed to synthesize it. (5) Given the product [CH2:34]([NH:35][C:30]([C:10]1[CH:9]([C:6]2[CH:7]=[CH:8][C:3]([C:1]#[N:2])=[CH:4][CH:5]=2)[N:14]2[C:15](=[O:18])[NH:16][N:17]=[C:13]2[N:12]([C:19]2[CH:24]=[CH:23][CH:22]=[C:21]([C:25]([F:26])([F:27])[F:28])[CH:20]=2)[C:11]=1[CH3:29])=[O:31])[CH3:33], predict the reactants needed to synthesize it. The reactants are: [C:1]([C:3]1[CH:8]=[CH:7][C:6]([CH:9]2[N:14]3[C:15](=[O:18])[NH:16][N:17]=[C:13]3[N:12]([C:19]3[CH:24]=[CH:23][CH:22]=[C:21]([C:25]([F:28])([F:27])[F:26])[CH:20]=3)[C:11]([CH3:29])=[C:10]2[C:30](O)=[O:31])=[CH:5][CH:4]=1)#[N:2].[CH3:33][CH2:34][N:35](C(C)C)C(C)C.CN(C(ON1N=NC2C=CC=NC1=2)=[N+](C)C)C.F[P-](F)(F)(F)(F)F.C(N)C. (6) Given the product [F:1][C:2]1[CH:3]=[CH:4][C:5]([N:8]2[C:16]3[C:11](=[CH:12][C:13]([O:17][C@H:18]([C:22]4[CH:23]=[CH:24][CH:25]=[CH:26][CH:27]=4)[C@@H:19]([NH:21][S:41]([C:39]4[N:38]=[CH:37][N:36]([CH3:35])[CH:40]=4)(=[O:43])=[O:42])[CH3:20])=[CH:14][CH:15]=3)[CH:10]=[N:9]2)=[CH:6][CH:7]=1, predict the reactants needed to synthesize it. The reactants are: [F:1][C:2]1[CH:7]=[CH:6][C:5]([N:8]2[C:16]3[C:11](=[CH:12][C:13]([O:17][C@H:18]([C:22]4[CH:27]=[CH:26][CH:25]=[CH:24][CH:23]=4)[C@@H:19]([NH2:21])[CH3:20])=[CH:14][CH:15]=3)[CH:10]=[N:9]2)=[CH:4][CH:3]=1.C(N(CC)CC)C.[CH3:35][N:36]1[CH:40]=[C:39]([S:41](Cl)(=[O:43])=[O:42])[N:38]=[CH:37]1.O. (7) Given the product [Br:1][C:2]1[CH:11]=[CH:10][C:5]([C:6]([NH:25][C:21]2[CH:20]=[C:19]([C:18]([F:26])([F:17])[F:27])[CH:24]=[CH:23][N:22]=2)=[O:8])=[C:4]([Cl:12])[CH:3]=1, predict the reactants needed to synthesize it. The reactants are: [Br:1][C:2]1[CH:11]=[CH:10][C:5]([C:6]([O:8]C)=O)=[C:4]([Cl:12])[CH:3]=1.C[Al](C)C.[F:17][C:18]([F:27])([F:26])[C:19]1[CH:24]=[CH:23][N:22]=[C:21]([NH2:25])[CH:20]=1.